From a dataset of Catalyst prediction with 721,799 reactions and 888 catalyst types from USPTO. Predict which catalyst facilitates the given reaction. (1) Reactant: [CH3:1][O:2][CH2:3][C@@H:4]([O:7][C:8]1[CH:9]=[C:10]([CH:14]=[C:15]([O:17][CH2:18][C:19]2[CH:24]=[CH:23][CH:22]=[CH:21][CH:20]=2)[CH:16]=1)[C:11]([OH:13])=O)[CH2:5][CH3:6].[NH2:25][C:26]1[CH:30]=[CH:29][N:28]([CH3:31])[N:27]=1.CN(C(ON1N=NC2C=CC=NC1=2)=[N+](C)C)C.F[P-](F)(F)(F)(F)F.CCN(C(C)C)C(C)C. Product: [CH3:1][O:2][CH2:3][C@@H:4]([O:7][C:8]1[CH:9]=[C:10]([CH:14]=[C:15]([O:17][CH2:18][C:19]2[CH:24]=[CH:23][CH:22]=[CH:21][CH:20]=2)[CH:16]=1)[C:11]([NH:25][C:26]1[CH:30]=[CH:29][N:28]([CH3:31])[N:27]=1)=[O:13])[CH2:5][CH3:6]. The catalyst class is: 3. (2) Reactant: [CH3:1][C:2]([O:5][C:6]([N:8]1[C@@H:15]([C:16]2[CH:21]=[CH:20][C:19]([O:22][CH2:23][C:24]3[CH:29]=[CH:28][CH:27]=[CH:26][C:25]=3[F:30])=[C:18]([O:31][CH3:32])[CH:17]=2)[CH2:14][CH2:13][C@@:9]1([CH3:33])[C:10](O)=[O:11])=[O:7])([CH3:4])[CH3:3].C([N:37](C(C)C)CC)(C)C.CN(C(ON1N=NC2C=CC=CC1=2)=[N+](C)C)C.[B-](F)(F)(F)F.C[Si](N[Si](C)(C)C)(C)C.C([O-])(O)=O.[Na+]. Product: [NH2:37][C:10]([C@:9]1([CH3:33])[CH2:13][CH2:14][C@H:15]([C:16]2[CH:21]=[CH:20][C:19]([O:22][CH2:23][C:24]3[CH:29]=[CH:28][CH:27]=[CH:26][C:25]=3[F:30])=[C:18]([O:31][CH3:32])[CH:17]=2)[N:8]1[C:6]([O:5][C:2]([CH3:4])([CH3:3])[CH3:1])=[O:7])=[O:11]. The catalyst class is: 3. (3) Reactant: [OH:1][NH:2][C:3]([C@@H:5]([N:30]1[CH2:35][CH2:34][N:33](C(OCC2C=CC=CC=2)=O)[CH2:32][CH2:31]1)[CH2:6][NH:7][S:8]([C:11]1[CH:16]=[CH:15][C:14]([O:17][CH2:18][C:19]2[C:28]3[C:23](=[CH:24][CH:25]=[CH:26][CH:27]=3)[N:22]=[C:21]([CH3:29])[CH:20]=2)=[CH:13][CH:12]=1)(=[O:10])=[O:9])=[O:4].CCCCCCC.C(OCC)(=O)C. Product: [OH:1][NH:2][C:3](=[O:4])[C@@H:5]([N:30]1[CH2:31][CH2:32][NH:33][CH2:34][CH2:35]1)[CH2:6][NH:7][S:8]([C:11]1[CH:16]=[CH:15][C:14]([O:17][CH2:18][C:19]2[C:28]3[C:23](=[CH:24][CH:25]=[CH:26][CH:27]=3)[N:22]=[C:21]([CH3:29])[CH:20]=2)=[CH:13][CH:12]=1)(=[O:9])=[O:10]. The catalyst class is: 281. (4) Reactant: [N+:1]([C:4]1[CH:11]=[CH:10][CH:9]=[C:8]([N+:12]([O-:14])=[O:13])[C:5]=1[C:6]#[N:7])([O-])=O.[CH:15](N)([CH3:17])[CH3:16]. Product: [CH:15]([NH:1][C:4]1[CH:11]=[CH:10][CH:9]=[C:8]([N+:12]([O-:14])=[O:13])[C:5]=1[C:6]#[N:7])([CH3:17])[CH3:16]. The catalyst class is: 3. (5) Product: [Br-:10].[CH2:11]([C:31]1[C:30]2[C:25](=[CH:26][CH:27]=[CH:28][CH:29]=2)[CH:24]=[C:23]([CH3:22])[C:32]=1[N+:3]1[C:2]([Cl:1])=[C:6]([Cl:7])[NH:5][CH:4]=1)[CH2:12][CH2:13][CH2:14][CH2:15][CH2:16][CH2:17][CH3:18]. The catalyst class is: 10. Reactant: [Cl:1][C:2]1[N:3]=[CH:4][NH:5][C:6]=1[Cl:7].[OH-].[K+].[Br:10][CH2:11][CH2:12][CH2:13][CH2:14][CH2:15][CH2:16][CH2:17][CH3:18].[K+].[Br-].Br[CH2:22][C:23]1[CH:32]=[CH:31][C:30]2[C:25](=[CH:26][CH:27]=[CH:28][CH:29]=2)[CH:24]=1. (6) Reactant: [CH3:1][O:2][C:3]([CH:5]1[CH:9]([C:10]2[C:15]([O:16][CH3:17])=[CH:14][C:13]([O:18][CH3:19])=[CH:12][C:11]=2[O:20][CH3:21])[CH2:8][C:7](=[O:22])[NH:6]1)=[O:4].[H-].[Na+].[CH3:25]I.Cl. Product: [CH3:1][O:2][C:3]([CH:5]1[CH:9]([C:10]2[C:11]([O:20][CH3:21])=[CH:12][C:13]([O:18][CH3:19])=[CH:14][C:15]=2[O:16][CH3:17])[CH2:8][C:7](=[O:22])[N:6]1[CH3:25])=[O:4]. The catalyst class is: 9. (7) Reactant: [C:1]([O:4][CH2:5][CH:6]1[C:16]2=[C:17]3[C:12](=[CH:13][CH:14]=[CH:15]2)[CH:11]=[CH:10][CH:9]=[C:8]3[CH2:7]1)(=[O:3])[CH3:2].ClC1C(=O)C(C#N)=C(C#N)C(=O)C=1Cl. Product: [C:1]([O:4][CH2:5][C:6]1[C:16]2=[C:17]3[C:12](=[CH:13][CH:14]=[CH:15]2)[CH:11]=[CH:10][CH:9]=[C:8]3[CH:7]=1)(=[O:3])[CH3:2]. The catalyst class is: 12. (8) Reactant: [F:1][C:2]1[CH:23]=[C:22]([N+:24]([O-:26])=[O:25])[CH:21]=[CH:20][C:3]=1[O:4][C:5]1[CH:6]=[C:7]2[C:11](=[CH:12][C:13]=1[C:14]1[CH:15]=[N:16][NH:17][CH:18]=1)[N:10]([CH3:19])[N:9]=[CH:8]2.CN1C2C(=CC=C(C3C=NNC=3)C=2)C=N1.[C:42]([O:46][C:47](O[C:47]([O:46][C:42]([CH3:45])([CH3:44])[CH3:43])=[O:48])=[O:48])([CH3:45])([CH3:44])[CH3:43].CC(OC)(C)C. Product: [F:1][C:2]1[CH:23]=[C:22]([N+:24]([O-:26])=[O:25])[CH:21]=[CH:20][C:3]=1[O:4][C:5]1[CH:6]=[C:7]2[C:11](=[CH:12][C:13]=1[C:14]1[CH:18]=[N:17][N:16]([C:47]([O:46][C:42]([CH3:45])([CH3:44])[CH3:43])=[O:48])[CH:15]=1)[N:10]([CH3:19])[N:9]=[CH:8]2. The catalyst class is: 2. (9) Reactant: [CH3:1][C:2]1([CH3:10])[C:6](=[O:7])[CH2:5][C:4]([CH3:9])([CH3:8])[O:3]1.C[Si]([N-][Si](C)(C)C)(C)C.[K+].C1C=CC(N([S:28]([C:31]([F:34])([F:33])[F:32])(=[O:30])=[O:29])[S:28]([C:31]([F:34])([F:33])[F:32])(=[O:30])=[O:29])=CC=1. Product: [CH3:1][C:2]1([CH3:10])[C:6]([O:7][S:28]([C:31]([F:34])([F:33])[F:32])(=[O:30])=[O:29])=[CH:5][C:4]([CH3:9])([CH3:8])[O:3]1. The catalyst class is: 182.